This data is from Reaction yield outcomes from USPTO patents with 853,638 reactions. The task is: Predict the reaction yield, written as a fraction of the theoretical maximum amount of product (1.0 means a 100% yield; for example, 0.34 means a 34% yield). (1) The product is [CH3:1][N:2]1[CH2:7][CH:6]2[N:5]([C:14]3[N:19]=[CH:18][CH:17]=[CH:16][C:15]=3[CH2:20][C:9]3[CH:10]=[CH:11][CH:12]=[CH:13][C:8]=32)[CH2:4][CH2:3]1. The yield is 0.800. No catalyst specified. The reactants are [CH3:1][N:2]1[CH2:7][CH:6]([C:8]2[CH:13]=[CH:12][CH:11]=[CH:10][CH:9]=2)[N:5]([C:14]2[N:19]=[CH:18][CH:17]=[CH:16][C:15]=2[CH2:20]O)[CH2:4][CH2:3]1.S(=O)(=O)(O)O.N.[OH-].[Na+]. (2) The reactants are C(=O)([O-])[O-].[Cs+].[Cs+].[OH:7][C:8]1[CH:13]=[CH:12][C:11]([C:14]2[CH:15]=[C:16]3[C:21](=[CH:22][CH:23]=2)[N:20]=[C:19]([C:24]([O:26][CH2:27][CH3:28])=[O:25])[CH:18]=[CH:17]3)=[C:10]([CH3:29])[CH:9]=1.Cl[CH2:31][C:32]1[C:33]([C:40]2[C:45]([Cl:46])=[CH:44][CH:43]=[CH:42][C:41]=2[Cl:47])=[N:34][O:35][C:36]=1[CH:37]([CH3:39])[CH3:38].O. The catalyst is CN(C)C=O. The product is [Cl:46][C:45]1[CH:44]=[CH:43][CH:42]=[C:41]([Cl:47])[C:40]=1[C:33]1[C:32]([CH2:31][O:7][C:8]2[CH:13]=[CH:12][C:11]([C:14]3[CH:15]=[C:16]4[C:21](=[CH:22][CH:23]=3)[N:20]=[C:19]([C:24]([O:26][CH2:27][CH3:28])=[O:25])[CH:18]=[CH:17]4)=[C:10]([CH3:29])[CH:9]=2)=[C:36]([CH:37]([CH3:39])[CH3:38])[O:35][N:34]=1. The yield is 0.680.